Task: Binary Classification. Given a drug SMILES string, predict its activity (active/inactive) in a high-throughput screening assay against a specified biological target.. Dataset: Cav3 T-type calcium channel HTS with 100,875 compounds (1) The result is 0 (inactive). The drug is S1c2nc(cc(c2N(CCCC(=O)N2CCN(CC2)C(OCC)=O)C(=O)C1)C)C. (2) The drug is O=C(NC1CCC(CC1)C)c1cc2[nH]cnc2cc1. The result is 0 (inactive). (3) The drug is Clc1ccc(OCCSc2n(CC)c(nn2)c2sccc2)cc1. The result is 1 (active).